Dataset: Retrosynthesis with 50K atom-mapped reactions and 10 reaction types from USPTO. Task: Predict the reactants needed to synthesize the given product. (1) Given the product CC(C)(Nc1ccccc1C1CC(C)(C)c2cc(Cl)ccc2N1)C(=O)O, predict the reactants needed to synthesize it. The reactants are: CC(C)(N)C(=O)O.CC1(C)CC(c2ccccc2Br)Nc2ccc(Cl)cc21. (2) Given the product CCOC(=O)Cn1c(C(=O)OCC)cc2cc(OC)ccc21, predict the reactants needed to synthesize it. The reactants are: CCOC(=O)CBr.CCOC(=O)c1cc2cc(OC)ccc2[nH]1. (3) Given the product CC(C)(C)c1ccccc1N1CCN(C(=O)C23CC4CC(CC(C(=O)O)(C4)C2)C3)CC1, predict the reactants needed to synthesize it. The reactants are: CC(C)(C)c1ccccc1N1CCNCC1.O=C(O)C12CC3CC(C1)CC(C(=O)O)(C3)C2. (4) Given the product CCN(CC)c1cccc2nc(C(O)c3ccc(Cl)cc3Cl)n(CCCO)c12, predict the reactants needed to synthesize it. The reactants are: CCN(CC)c1cccc2nc(C(O)c3ccc(Cl)cc3Cl)n(CCC(=O)OC)c12. (5) Given the product FC(F)=C(F)CCSc1ncco1, predict the reactants needed to synthesize it. The reactants are: FC(F)=C(F)CCBr.Sc1ncco1. (6) The reactants are: CCN(CC)c1nc2ccc(Cl)cc2c(-c2cccc(Cl)c2)c1C(=O)OC(C)(C)C. Given the product CCN(CC)c1nc2ccc(Cl)cc2c(-c2cccc(Cl)c2)c1C(=O)O, predict the reactants needed to synthesize it.